Dataset: Forward reaction prediction with 1.9M reactions from USPTO patents (1976-2016). Task: Predict the product of the given reaction. (1) Given the reactants [NH2:1][C@H:2]1[CH2:6][C@@H:5]([N:7]2[CH:15]=[N:14][C:13]3[C:8]2=[N:9][C:10]([Cl:58])=[N:11][C:12]=3[NH:16][C@@H:17]2[CH2:21][CH2:20][N:19]([C:22]3[N:30]=[C:29]4[C:25]([N:26]=[CH:27][N:28]4[C@@H:31]4[CH2:35][C@H:34]([NH:36][C:37](=[O:40])[CH2:38][CH3:39])[C@@H:33]([OH:41])[C@H:32]4[OH:42])=[C:24]([NH:43][CH2:44][CH:45]([C:52]4[CH:57]=[CH:56][CH:55]=[CH:54][CH:53]=4)[C:46]4[CH:51]=[CH:50][CH:49]=[CH:48][CH:47]=4)[N:23]=3)[CH2:18]2)[C@H:4]([OH:59])[C@@H:3]1[OH:60].CO.[C:63](Cl)(=[O:66])[CH2:64][CH3:65], predict the reaction product. The product is: [Cl:58][C:10]1[N:9]=[C:8]2[C:13]([N:14]=[CH:15][N:7]2[C@@H:5]2[CH2:6][C@H:2]([NH:1][C:63](=[O:66])[CH2:64][CH3:65])[C@@H:3]([OH:60])[C@H:4]2[OH:59])=[C:12]([NH:16][C@@H:17]2[CH2:21][CH2:20][N:19]([C:22]3[N:30]=[C:29]4[C:25]([N:26]=[CH:27][N:28]4[C@@H:31]4[CH2:35][C@H:34]([NH:36][C:37](=[O:40])[CH2:38][CH3:39])[C@@H:33]([OH:41])[C@H:32]4[OH:42])=[C:24]([NH:43][CH2:44][CH:45]([C:52]4[CH:53]=[CH:54][CH:55]=[CH:56][CH:57]=4)[C:46]4[CH:51]=[CH:50][CH:49]=[CH:48][CH:47]=4)[N:23]=3)[CH2:18]2)[N:11]=1. (2) Given the reactants [O:1]=[C:2]([N:23]1[CH2:28][CH2:27][N:26]2[C:29]([C:32]([F:35])([F:34])[F:33])=[N:30][CH:31]=[C:25]2[CH2:24]1)[CH2:3][C@H:4]([NH:15][C:16](=[O:22])[O:17][C:18]([CH3:21])([CH3:20])[CH3:19])[CH2:5][C:6]1[CH:11]=[C:10]([F:12])[C:9]([F:13])=[CH:8][C:7]=1[F:14].[Br:36]N1C(=O)CCC1=O.C(=O)([O-])[O-].[K+].[K+].C(OC(OC(C)(C)C)=O)(OC(C)(C)C)=O, predict the reaction product. The product is: [O:1]=[C:2]([N:23]1[CH2:28][CH2:27][N:26]2[C:29]([C:32]([F:33])([F:34])[F:35])=[N:30][C:31]([Br:36])=[C:25]2[CH2:24]1)[CH2:3][C@H:4]([NH:15][C:16](=[O:22])[O:17][C:18]([CH3:21])([CH3:20])[CH3:19])[CH2:5][C:6]1[CH:11]=[C:10]([F:12])[C:9]([F:13])=[CH:8][C:7]=1[F:14]. (3) Given the reactants CC(S([NH:7][CH:8]([C:13]1[CH:18]=[CH:17][CH:16]=[C:15]([CH3:19])[N:14]=1)[C:9]([F:12])([F:11])[F:10])=O)(C)C, predict the reaction product. The product is: [F:12][C:9]([F:10])([F:11])[CH:8]([C:13]1[CH:18]=[CH:17][CH:16]=[C:15]([CH3:19])[N:14]=1)[NH2:7]. (4) Given the reactants [Cl:1][C:2]1[N:3]=[C:4](Cl)[C:5]2[O:10][CH:9]=[CH:8][C:6]=2[N:7]=1.[CH:12]1([NH2:15])[CH2:14][CH2:13]1, predict the reaction product. The product is: [Cl:1][C:2]1[N:3]=[C:4]([NH:15][CH:12]2[CH2:14][CH2:13]2)[C:5]2[O:10][CH:9]=[CH:8][C:6]=2[N:7]=1.